This data is from Full USPTO retrosynthesis dataset with 1.9M reactions from patents (1976-2016). The task is: Predict the reactants needed to synthesize the given product. (1) Given the product [N:16]1([CH:7]([C:8]2[CH:9]=[CH:10][C:11]([O:14][CH3:15])=[CH:12][CH:13]=2)[CH:2]([OH:1])[CH2:3][NH:5][CH3:6])[C:24]2[C:19](=[CH:20][CH:21]=[CH:22][CH:23]=2)[CH:18]=[CH:17]1, predict the reactants needed to synthesize it. The reactants are: [OH:1][CH:2]([CH:7]([N:16]1[C:24]2[C:19](=[CH:20][CH:21]=[CH:22][CH:23]=2)[CH:18]=[CH:17]1)[C:8]1[CH:13]=[CH:12][C:11]([O:14][CH3:15])=[CH:10][CH:9]=1)[C:3]([NH:5][CH3:6])=O.B.O1CCCC1.CO. (2) Given the product [C:34]([C:31]1[CH:32]=[CH:33][C:9]([OH:8])=[C:10]([CH:30]=1)[C:11]([NH:13][C:14]1[CH:23]=[C:22]([C:24]2[CH:29]=[CH:28][CH:27]=[CH:26][CH:25]=2)[CH:21]=[CH:20][C:15]=1[C:16]([OH:18])=[O:17])=[O:12])([CH3:37])([CH3:35])[CH3:36], predict the reactants needed to synthesize it. The reactants are: CO.[OH-].[Na+].C([O:8][C:9]1[CH:33]=[CH:32][C:31]([C:34]([CH3:37])([CH3:36])[CH3:35])=[CH:30][C:10]=1[C:11]([NH:13][C:14]1[CH:23]=[C:22]([C:24]2[CH:29]=[CH:28][CH:27]=[CH:26][CH:25]=2)[CH:21]=[CH:20][C:15]=1[C:16]([O:18]C)=[O:17])=[O:12])(=O)C. (3) Given the product [C:13]([N:16]1[CH2:9][CH2:8][CH:7]([C:6]2[CH:11]=[CH:12][C:3]([O:2][CH3:1])=[CH:4][CH:5]=2)[C:17]1([C:23]([O:25][CH2:26][CH3:27])=[O:24])[C:18]([O:20][CH2:21][CH3:22])=[O:19])(=[O:15])[CH3:14], predict the reactants needed to synthesize it. The reactants are: [CH3:1][O:2][C:3]1[CH:12]=[CH:11][C:6]([CH:7]=[CH:8][CH:9]=O)=[CH:5][CH:4]=1.[C:13]([NH:16][CH:17]([C:23]([O:25][CH2:26][CH3:27])=[O:24])[C:18]([O:20][CH2:21][CH3:22])=[O:19])(=[O:15])[CH3:14]. (4) Given the product [Cl:1][C:2]1[CH:13]=[CH:12][C:5]([C:6](=[O:7])[CH3:18])=[CH:4][C:3]=1[S:14]([CH3:17])(=[O:16])=[O:15], predict the reactants needed to synthesize it. The reactants are: [Cl:1][C:2]1[CH:13]=[CH:12][C:5]([C:6](N(OC)C)=[O:7])=[CH:4][C:3]=1[S:14]([CH3:17])(=[O:16])=[O:15].[CH3:18][Mg]Br. (5) Given the product [CH3:24][N:8]1[C:9]2[CH:10]=[CH:11][CH:12]=[C:13]3[C:19](=[O:20])[NH:18][CH2:17][CH2:16][C:15]([C:14]=23)=[C:7]1[C:1]1[CH:2]=[CH:3][CH:4]=[CH:5][CH:6]=1, predict the reactants needed to synthesize it. The reactants are: [C:1]1([C:7]2[NH:8][C:9]3[CH:10]=[CH:11][CH:12]=[C:13]4[C:19](=[O:20])[NH:18][CH2:17][CH2:16][C:15]=2[C:14]=34)[CH:6]=[CH:5][CH:4]=[CH:3][CH:2]=1.[H-].[Na+].I[CH3:24]. (6) Given the product [CH2:35]([O:34][C:2]1[CH:7]=[CH:6][N:5]=[C:4]([C:8]2[C:12]3[C:13]([NH:17][CH:18]4[CH2:19][CH2:20][O:21][CH2:22][CH2:23]4)=[N:14][CH:15]=[CH:16][C:11]=3[NH:10][N:9]=2)[CH:3]=1)[CH3:36], predict the reactants needed to synthesize it. The reactants are: Cl[C:2]1[CH:7]=[CH:6][N:5]=[C:4]([C:8]2[C:12]3[C:13]([NH:17][CH:18]4[CH2:23][CH2:22][O:21][CH2:20][CH2:19]4)=[N:14][CH:15]=[CH:16][C:11]=3[N:10](CC3C=CC(OC)=CC=3)[N:9]=2)[CH:3]=1.C[O:34][C:35]1C=CC(CN2C3C=CN=C(NC4CCOCC4)C=3C([Sn](C)(C)C)=N2)=C[CH:36]=1.BrC1C=C(Cl)C=CN=1.[Li+].[Cl-].